From a dataset of Catalyst prediction with 721,799 reactions and 888 catalyst types from USPTO. Predict which catalyst facilitates the given reaction. (1) Reactant: [ClH:1].Cl.[CH2:3]([NH:14][C:15](=[NH:31])[NH:16][C:17](=[NH:30])[N:18]([CH3:29])[CH2:19][C:20]1[CH:25]=[CH:24][C:23]([N+:26]([O-])=O)=[CH:22][CH:21]=1)[CH2:4][CH2:5][CH2:6][CH2:7][CH2:8][CH2:9][CH2:10][CH2:11][CH2:12][CH3:13].S(=O)(=O)(O)O.[Cl-].[Ca+2].[Cl-].[CH3:40][C:41]([CH3:43])=O. Product: [ClH:1].[ClH:1].[CH3:40][C:41]1([CH3:43])[NH:30][C:17]([N:18]([CH2:19][C:20]2[CH:25]=[CH:24][C:23]([NH2:26])=[CH:22][CH:21]=2)[CH3:29])=[N:16][C:15]([NH:14][CH2:3][CH2:4][CH2:5][CH2:6][CH2:7][CH2:8][CH2:9][CH2:10][CH2:11][CH2:12][CH3:13])=[N:31]1. The catalyst class is: 97. (2) Reactant: [CH2:1]([N:3]([CH:29]1[CH2:34][CH2:33][O:32][CH2:31][CH2:30]1)[C:4]1[C:5]([CH3:28])=[C:6]([CH:11]=[C:12]([C:14]2[CH:15]=[N:16][C:17]([O:20][CH:21]3[CH2:26][CH2:25][N:24]([CH3:27])[CH2:23][CH2:22]3)=[CH:18][CH:19]=2)[CH:13]=1)[C:7]([O:9]C)=[O:8])[CH3:2].[OH-].[Na+].Cl. Product: [CH2:1]([N:3]([CH:29]1[CH2:34][CH2:33][O:32][CH2:31][CH2:30]1)[C:4]1[C:5]([CH3:28])=[C:6]([CH:11]=[C:12]([C:14]2[CH:15]=[N:16][C:17]([O:20][CH:21]3[CH2:22][CH2:23][N:24]([CH3:27])[CH2:25][CH2:26]3)=[CH:18][CH:19]=2)[CH:13]=1)[C:7]([OH:9])=[O:8])[CH3:2]. The catalyst class is: 8. (3) The catalyst class is: 6. Reactant: [C:1]([CH:5]1[N:14]2[C:9](=[CH:10][C:11](=[O:20])[C:12]([C:15]([O:17]CC)=[O:16])=[CH:13]2)[C:8]2[CH:21]=[C:22]([O:31][CH3:32])[C:23]([O:25][CH2:26][C:27]#[C:28][CH2:29][OH:30])=[CH:24][C:7]=2[CH2:6]1)([CH3:4])([CH3:3])[CH3:2].CO.O[Li].O.Cl. Product: [C:1]([CH:5]1[N:14]2[C:9](=[CH:10][C:11](=[O:20])[C:12]([C:15]([OH:17])=[O:16])=[CH:13]2)[C:8]2[CH:21]=[C:22]([O:31][CH3:32])[C:23]([O:25][CH2:26][C:27]#[C:28][CH2:29][OH:30])=[CH:24][C:7]=2[CH2:6]1)([CH3:4])([CH3:2])[CH3:3]. (4) Reactant: [CH3:1][CH:2]([NH:4][C@H:5]([C:12]([O:14][CH3:15])=[O:13])[CH2:6][CH2:7][C:8](OC)=[O:9])[CH3:3]. Product: [CH3:1][CH:2]([N:4]1[C:8](=[O:9])[CH2:7][CH2:6][C@H:5]1[C:12]([O:14][CH3:15])=[O:13])[CH3:3]. The catalyst class is: 5. (5) Reactant: [N+:1]([C:4]1[CH:9]=[CH:8][CH:7]=[CH:6][C:5]=1[C:10]1[N:11]=[C:12]([NH:15][C:16](=[O:34])[CH2:17][CH2:18][CH2:19][CH2:20][CH2:21][CH2:22][C:23]([NH:25][O:26]CC2C=CC=CC=2)=[O:24])[S:13][CH:14]=1)([O-])=O.Cl.Cl[Sn]Cl.[OH-:39].[Na+]. Product: [OH:26][NH:25][C:23](=[O:24])[CH2:22][CH2:21][CH2:20][CH2:19][CH2:18][CH2:17][C:16]([OH:34])=[O:39].[NH2:1][C:4]1[CH:9]=[CH:8][CH:7]=[CH:6][C:5]=1[C:10]1[N:11]=[C:12]([NH:15][C:16](=[O:34])[CH2:17][CH2:18][CH2:19][CH2:20][CH2:21][CH2:22][C:23]([NH:25][OH:26])=[O:24])[S:13][CH:14]=1. The catalyst class is: 24. (6) Reactant: [F:1][C:2]([F:24])([F:23])[C@H:3]1[CH2:8][N:7]([C:9]([O:11][CH2:12][C:13]2[CH:18]=[CH:17][CH:16]=[CH:15][CH:14]=2)=[O:10])[CH2:6][C@@H:5]([C:19]([O:21]C)=[O:20])[CH2:4]1.[OH-].[Na+]. Product: [CH2:12]([O:11][C:9]([N:7]1[CH2:8][C@H:3]([C:2]([F:1])([F:23])[F:24])[CH2:4][C@H:5]([C:19]([OH:21])=[O:20])[CH2:6]1)=[O:10])[C:13]1[CH:14]=[CH:15][CH:16]=[CH:17][CH:18]=1. The catalyst class is: 24. (7) Reactant: [CH3:1][C:2]1[CH:7]=[C:6]([C:8]2[CH:13]=[N:12][CH:11]=[C:10]3[N:14]([CH3:17])[N:15]=[CH:16][C:9]=23)[CH:5]=[CH:4][C:3]=1[NH2:18].[N:19]([C:22]1[CH:27]=[CH:26][CH:25]=[C:24]([C:28]([F:31])([F:30])[F:29])[CH:23]=1)=[C:20]=[O:21]. Product: [CH3:1][C:2]1[CH:7]=[C:6]([C:8]2[CH:13]=[N:12][CH:11]=[C:10]3[N:14]([CH3:17])[N:15]=[CH:16][C:9]=23)[CH:5]=[CH:4][C:3]=1[NH:18][C:20]([NH:19][C:22]1[CH:27]=[CH:26][CH:25]=[C:24]([C:28]([F:29])([F:30])[F:31])[CH:23]=1)=[O:21]. The catalyst class is: 2. (8) Reactant: [NH2:1][C:2]1[CH:7]=[CH:6][C:5]([CH2:8][CH2:9][C:10]2[N:11]=[C:12]([NH:26][C:27](=[O:29])[CH3:28])[S:13][C:14]=2[CH2:15][C:16]2[CH:21]=[CH:20][C:19]([S:22]([CH3:25])(=[O:24])=[O:23])=[CH:18][CH:17]=2)=[CH:4][CH:3]=1.C([N:38]=[C:39]=[S:40])(=O)C1C=CC=CC=1.O. Product: [NH2:38][C:39]([NH:1][C:2]1[CH:3]=[CH:4][C:5]([CH2:8][CH2:9][C:10]2[N:11]=[C:12]([NH:26][C:27](=[O:29])[CH3:28])[S:13][C:14]=2[CH2:15][C:16]2[CH:21]=[CH:20][C:19]([S:22]([CH3:25])(=[O:24])=[O:23])=[CH:18][CH:17]=2)=[CH:6][CH:7]=1)=[S:40]. The catalyst class is: 21.